From a dataset of Full USPTO retrosynthesis dataset with 1.9M reactions from patents (1976-2016). Predict the reactants needed to synthesize the given product. Given the product [CH2:1]([N:8]1[CH2:12][C@@H:11]([CH3:13])[C@H:10]([C:14]([O:16][CH3:22])=[O:15])[CH2:9]1)[C:2]1[CH:3]=[CH:4][CH:5]=[CH:6][CH:7]=1, predict the reactants needed to synthesize it. The reactants are: [CH2:1]([N:8]1[CH2:12][C@@H:11]([CH3:13])[C@H:10]([C:14]([OH:16])=[O:15])[CH2:9]1)[C:2]1[CH:7]=[CH:6][CH:5]=[CH:4][CH:3]=1.OS(O)(=O)=O.[CH3:22]O.